This data is from Catalyst prediction with 721,799 reactions and 888 catalyst types from USPTO. The task is: Predict which catalyst facilitates the given reaction. (1) Reactant: C[Si](C)([CH2:9][CH:10]([OH:17])[C:11]1[CH:16]=[CH:15][CH:14]=[CH:13][CH:12]=1)C1C=CC=CN=1.[F-].[K+].C(=O)([O-])[OH:22].[K+].OO. Product: [C:11]1([CH:10]([OH:17])[CH2:9][OH:22])[CH:16]=[CH:15][CH:14]=[CH:13][CH:12]=1. The catalyst class is: 24. (2) Reactant: [Br:1][C:2]1[CH:3]=[CH:4][C:5]([F:17])=[C:6]([C:8]([NH:12][C:13](=[O:16])[CH2:14]Cl)([CH3:11])[CH2:9][OH:10])[CH:7]=1.CC([O-])(C)C.[K+]. Product: [Br:1][C:2]1[CH:3]=[CH:4][C:5]([F:17])=[C:6]([C:8]2([CH3:11])[NH:12][C:13](=[O:16])[CH2:14][O:10][CH2:9]2)[CH:7]=1. The catalyst class is: 98. (3) Reactant: [Br:1][C:2]1[CH:3]=[CH:4][C:5]([OH:10])=[C:6]([CH:9]=1)[CH:7]=[O:8].[CH2:11](OS(C1C=CC(C)=CC=1)(=O)=O)[C@H:12]1[O:14][CH2:13]1.C([O-])([O-])=O.[K+].[K+].CN(C=O)C. Product: [Br:1][C:2]1[CH:3]=[CH:4][C:5]([O:10][CH2:11][C@@H:12]2[CH2:13][O:14]2)=[C:6]([CH:9]=1)[CH:7]=[O:8]. The catalyst class is: 6. (4) Reactant: [C:1]([O:5][C:6]([N:8]1[CH2:13][CH2:12][CH:11]([CH:14](OC2C=CC(NC(C3(C(=O)NC4C=CC(F)=CC=4)CC3)=O)=CC=2F)[O:15][C:16]2[CH:25]=[C:24]3[C:19]([CH:20]=[N:21][CH:22]=[N:23]3)=[CH:18][C:17]=2[O:26][CH3:27])[CH2:10][CH2:9]1)=[O:7])([CH3:4])([CH3:3])[CH3:2].[F:52][C:53]1[CH:58]=[CH:57][C:56]([NH:59][C:60]([C:62]2([C:65]([NH:67][C:68]3[CH:73]=[CH:72][C:71]([O:74]C4C5C(=CC(O)=C(OC)C=5)N=CN=4)=[C:70]([F:88])[CH:69]=3)=[O:66])[CH2:64][CH2:63]2)=[O:61])=[CH:55][CH:54]=1.C(OC(N1CCC(COS(C)(=O)=O)CC1)=O)(C)(C)C.C([O-])([O-])=O.[K+].[K+]. Product: [C:1]([O:5][C:6]([N:8]1[CH2:9][CH2:10][CH:11]([CH2:14][O:15][C:16]2[CH:25]=[C:24]3[C:19]([C:20]([O:74][C:71]4[CH:72]=[CH:73][C:68]([NH:67][C:65]([C:62]5([C:60](=[O:61])[NH:59][C:56]6[CH:55]=[CH:54][C:53]([F:52])=[CH:58][CH:57]=6)[CH2:64][CH2:63]5)=[O:66])=[CH:69][C:70]=4[F:88])=[N:21][CH:22]=[N:23]3)=[CH:18][C:17]=2[O:26][CH3:27])[CH2:12][CH2:13]1)=[O:7])([CH3:3])([CH3:4])[CH3:2]. The catalyst class is: 31.